From a dataset of Reaction yield outcomes from USPTO patents with 853,638 reactions. Predict the reaction yield, written as a fraction of the theoretical maximum amount of product (1.0 means a 100% yield; for example, 0.34 means a 34% yield). The reactants are [CH3:1][C:2]1[CH:3]=[C:4]([C:9]2[CH:10]=[N:11][C:12]([NH:15][C:16]([C:18]3[CH:23]=[C:22]([N:24]4[CH2:29][CH2:28][CH2:27][CH2:26][CH2:25]4)[CH:21]=[CH:20][C:19]=3[NH:30][C:31]([C:33]3[CH:34]=[C:35]([CH:47]=[CH:48][CH:49]=3)[CH2:36][S:37][CH2:38][CH2:39][C:40]([O:42]C(C)(C)C)=[O:41])=[O:32])=[O:17])=[N:13][CH:14]=2)[CH:5]=[CH:6][C:7]=1[CH3:8].FC(F)(F)C(O)=O. The catalyst is ClCCl. The product is [CH3:1][C:2]1[CH:3]=[C:4]([C:9]2[CH:10]=[N:11][C:12]([NH:15][C:16]([C:18]3[CH:23]=[C:22]([N:24]4[CH2:25][CH2:26][CH2:27][CH2:28][CH2:29]4)[CH:21]=[CH:20][C:19]=3[NH:30][C:31]([C:33]3[CH:34]=[C:35]([CH:47]=[CH:48][CH:49]=3)[CH2:36][S:37][CH2:38][CH2:39][C:40]([OH:42])=[O:41])=[O:32])=[O:17])=[N:13][CH:14]=2)[CH:5]=[CH:6][C:7]=1[CH3:8]. The yield is 0.0800.